Dataset: Forward reaction prediction with 1.9M reactions from USPTO patents (1976-2016). Task: Predict the product of the given reaction. (1) Given the reactants Br[C:2]1[N:7]2[N:8]=[C:9]([NH2:11])[N:10]=[C:6]2[CH:5]=[CH:4][CH:3]=1.[CH3:12][O:13][C:14]1[CH:19]=[CH:18][C:17]([C:20]([F:23])([F:22])[F:21])=[CH:16][C:15]=1B(O)O, predict the reaction product. The product is: [CH3:12][O:13][C:14]1[CH:15]=[CH:16][C:17]([C:20]([F:21])([F:22])[F:23])=[CH:18][C:19]=1[C:2]1[N:7]2[N:8]=[C:9]([NH2:11])[N:10]=[C:6]2[CH:5]=[CH:4][CH:3]=1. (2) Given the reactants [NH:1]([C:18]([O:20][C:21]([CH3:24])([CH3:23])[CH3:22])=[O:19])[C@@H:2]([C:8]([O:10][CH2:11][C:12]1[CH:17]=[CH:16][CH:15]=[CH:14][CH:13]=1)=[O:9])[CH2:3][CH2:4][C:5](=[O:7])O.[NH:25]1[CH2:30][CH2:29][O:28][CH2:27][CH2:26]1.CN(C(ON1N=NC2C=CC=CC1=2)=[N+](C)C)C.F[P-](F)(F)(F)(F)F.CCN(C(C)C)C(C)C, predict the reaction product. The product is: [NH:1]([C:18]([O:20][C:21]([CH3:24])([CH3:23])[CH3:22])=[O:19])[C@@H:2]([C:8]([O:10][CH2:11][C:12]1[CH:17]=[CH:16][CH:15]=[CH:14][CH:13]=1)=[O:9])[CH2:3][CH2:4][C:5]([N:25]1[CH2:30][CH2:29][O:28][CH2:27][CH2:26]1)=[O:7]. (3) Given the reactants C(N(CC)CC)C.[Br:8][C:9]1[O:13][C:12]([CH:14]=O)=[CH:11][CH:10]=1.Cl.[CH3:17][O:18][C:19](=[O:22])[CH2:20][NH2:21].C([BH3-])#N.[Na+].C(=O)(O)[O-].[Na+], predict the reaction product. The product is: [Br:8][C:9]1[O:13][C:12]([CH2:14][NH:21][CH2:20][C:19]([O:18][CH3:17])=[O:22])=[CH:11][CH:10]=1. (4) Given the reactants C[O:2][C:3](=[O:20])[C:4]1[CH:13]=[C:12]([C:14]#[C:15][Si](C)(C)C)[CH:11]=[C:6]([C:7]([O:9]C)=[O:8])[CH:5]=1.Cl, predict the reaction product. The product is: [C:14]([C:12]1[CH:11]=[C:6]([C:7]([OH:9])=[O:8])[CH:5]=[C:4]([CH:13]=1)[C:3]([OH:20])=[O:2])#[CH:15]. (5) Given the reactants [CH3:1][N:2]1[CH2:7][CH2:6][N:5]([C:8]2[CH:13]=[CH:12][C:11]3[N:14]=[C:15]([C:17]4[CH:22]=[CH:21][C:20]5[NH:23][C:24]([NH:32][C:19]=5[CH:18]=4)=[C:25]4[CH:31]=[CH:30][C:28](=[O:29])[CH:27]=[CH:26]4)[NH:16][C:10]=3[CH:9]=2)[CH2:4][CH2:3]1.I[CH2:34][CH2:35][CH2:36][CH2:37][CH2:38][CH2:39][O:40][C:41]1[C:50]2[C:45](=[CH:46][CH:47]=[CH:48][CH:49]=2)[C:44](=[O:51])[C:43](=[O:52])[CH:42]=1, predict the reaction product. The product is: [O:51]=[C:44]1[C:45]2[C:50](=[CH:49][CH:48]=[CH:47][CH:46]=2)[C:41]([O:40][CH2:39][CH2:38][CH2:37][CH2:36][CH2:35][CH2:34][O:29][C:28]2[CH:30]=[CH:31][C:25]([C:24]3[NH:23][C:20]4[CH:21]=[CH:22][C:17]([C:15]5[NH:14][C:11]6[CH:12]=[CH:13][C:8]([N:5]7[CH2:6][CH2:7][N:2]([CH3:1])[CH2:3][CH2:4]7)=[CH:9][C:10]=6[N:16]=5)=[CH:18][C:19]=4[N:32]=3)=[CH:26][CH:27]=2)=[CH:42][C:43]1=[O:52]. (6) Given the reactants [CH3:1][O:2][C:3]1[C:4]2[C:17]([C:18]3[CH:23]=[CH:22][CH:21]=[CH:20][CH:19]=3)=[C:16]([C:24]3[CH:29]=[CH:28][C:27]([C:30]4([NH:34][C:35](=[O:41])[O:36][C:37]([CH3:40])([CH3:39])[CH3:38])[CH2:33][CH2:32][CH2:31]4)=[CH:26][CH:25]=3)[O:15][C:5]=2[N:6]=[C:7]([N:9]2[CH2:14][CH2:13]O[CH2:11][CH2:10]2)[N:8]=1.COC1C2C(C3C=CC=CC=3)=C(C3C=CC(C4(NC(=O)OC(C)(C)C)CCC4)=CC=3)OC=2N=C(S(C)(=O)=O)N=1.[CH3:81][N:82]([CH3:91])[CH2:83][CH2:84][N:85]1CCNCC1, predict the reaction product. The product is: [CH3:81][N:82]([CH3:91])[CH2:83][CH2:84][N:85]1[CH2:11][CH2:10][N:9]([C:7]2[N:8]=[C:3]([O:2][CH3:1])[C:4]3[C:17]([C:18]4[CH:23]=[CH:22][CH:21]=[CH:20][CH:19]=4)=[C:16]([C:24]4[CH:25]=[CH:26][C:27]([C:30]5([NH:34][C:35](=[O:41])[O:36][C:37]([CH3:38])([CH3:40])[CH3:39])[CH2:33][CH2:32][CH2:31]5)=[CH:28][CH:29]=4)[O:15][C:5]=3[N:6]=2)[CH2:14][CH2:13]1. (7) Given the reactants [NH:1]1[C:9]2[C:4](=[C:5]([CH:10]=[CH:11][C:12]([O:14][CH3:15])=[O:13])[CH:6]=[CH:7][CH:8]=2)[CH:3]=[CH:2]1, predict the reaction product. The product is: [NH:1]1[C:9]2[C:4](=[C:5]([CH2:10][CH2:11][C:12]([O:14][CH3:15])=[O:13])[CH:6]=[CH:7][CH:8]=2)[CH:3]=[CH:2]1. (8) Given the reactants C[Si]([N-][Si](C)(C)C)(C)C.[Li+].Cl[C:12]1[N:17]=[CH:16][C:15]([NH:18][C:19]([C:21]2[N:22]([CH2:31][C:32]3[CH:37]=[CH:36][CH:35]=[C:34]([F:38])[CH:33]=3)[C:23]3[C:28]([CH:29]=2)=[CH:27][C:26]([F:30])=[CH:25][CH:24]=3)=[O:20])=[CH:14][CH:13]=1.[NH:39]1[CH2:42][CH2:41][CH2:40]1, predict the reaction product. The product is: [N:39]1([C:12]2[N:17]=[CH:16][C:15]([NH:18][C:19]([C:21]3[N:22]([CH2:31][C:32]4[CH:37]=[CH:36][CH:35]=[C:34]([F:38])[CH:33]=4)[C:23]4[C:28]([CH:29]=3)=[CH:27][C:26]([F:30])=[CH:25][CH:24]=4)=[O:20])=[CH:14][CH:13]=2)[CH2:42][CH2:41][CH2:40]1. (9) Given the reactants [C:1]([CH2:4][C:5]([OH:15])([CH2:9][CH2:10][CH:11]=[C:12]([CH3:14])[CH3:13])[C:6]([OH:8])=[O:7])([OH:3])=[O:2].[CH:16](O)=O.C(OCC)(=O)C.O, predict the reaction product. The product is: [CH3:16][O:2][C:1]([CH2:4][C:5]1([C:6]([OH:8])=[O:7])[CH2:9][CH2:10][CH2:11][C:12]([CH3:13])([CH3:14])[O:15]1)=[O:3]. (10) The product is: [CH2:19]([O:18][C:16](=[O:17])/[C:21](/[CH3:22])=[CH:1]/[C:3]1[CH:8]=[CH:7][C:6]([NH:9][C:10](=[O:12])[CH3:11])=[C:5]([N+:13]([O-:15])=[O:14])[CH:4]=1)[CH3:20]. Given the reactants [CH:1]([C:3]1[CH:8]=[CH:7][C:6]([NH:9][C:10](=[O:12])[CH3:11])=[C:5]([N+:13]([O-:15])=[O:14])[CH:4]=1)=O.[C:16]([CH2:21][CH:22]=P(C1C=CC=CC=1)(C1C=CC=CC=1)C1C=CC=CC=1)([O:18][CH2:19][CH3:20])=[O:17], predict the reaction product.